From a dataset of Catalyst prediction with 721,799 reactions and 888 catalyst types from USPTO. Predict which catalyst facilitates the given reaction. (1) Reactant: CS(O[CH2:6][CH2:7][CH:8]1[N:13]2[CH:14]=[C:15]([C:17]3[CH:22]=[CH:21][CH:20]=[C:19]([Cl:23])[CH:18]=3)[CH:16]=[C:12]2[C:11](=[O:24])[NH:10][CH2:9]1)(=O)=O.[N-:25]=[N+:26]=[N-:27].[Na+].O.C([O-])(O)=O.[Na+]. Product: [N:25]([CH2:6][CH2:7][CH:8]1[N:13]2[CH:14]=[C:15]([C:17]3[CH:22]=[CH:21][CH:20]=[C:19]([Cl:23])[CH:18]=3)[CH:16]=[C:12]2[C:11](=[O:24])[NH:10][CH2:9]1)=[N+:26]=[N-:27]. The catalyst class is: 444. (2) Reactant: C(O[C:4](=[O:16])[CH2:5][C:6](=O)[C:7]1[CH:12]=[CH:11][C:10]([O:13][CH3:14])=[CH:9][CH:8]=1)C.[C:17]1([NH:23][NH2:24])[CH:22]=[CH:21][CH:20]=[CH:19][CH:18]=1. Product: [CH3:14][O:13][C:10]1[CH:9]=[CH:8][C:7]([C:6]2[CH2:5][C:4](=[O:16])[N:23]([C:17]3[CH:22]=[CH:21][CH:20]=[CH:19][CH:18]=3)[N:24]=2)=[CH:12][CH:11]=1. The catalyst class is: 8. (3) The catalyst class is: 1. Product: [CH3:1][C:2]1[C:3]([C@H:7]([C:8]([O:10][C:11]([CH3:14])([CH3:13])[CH3:12])=[O:9])[C@@H:36]([CH2:35][CH2:34][C:33]([F:32])([F:55])[F:56])[C:37]([O:39][CH2:40][C:41]2[CH:46]=[CH:45][CH:44]=[CH:43][CH:42]=2)=[O:38])=[N:4][O:5][CH:6]=1. Reactant: [CH3:1][C:2]1[C:3]([CH2:7][C:8]([O:10][C:11]([CH3:14])([CH3:13])[CH3:12])=[O:9])=[N:4][O:5][CH:6]=1.C[Si]([N-][Si](C)(C)C)(C)C.[K+].C1(C)C=CC=CC=1.[F:32][C:33]([F:56])([F:55])[CH2:34][CH2:35][C@@H:36](OS(C(F)(F)F)(=O)=O)[C:37]([O:39][CH2:40][C:41]1[CH:46]=[CH:45][CH:44]=[CH:43][CH:42]=1)=[O:38]. (4) Reactant: CCN(CC)CC.Cl.[CH3:9][S:10][C:11]1[CH:28]=[CH:27][C:14]([O:15][C:16]2[CH:21]=[CH:20][CH:19]=[CH:18][C:17]=2[CH:22]2[CH2:26][CH2:25][CH2:24][NH:23]2)=[CH:13][CH:12]=1.[F:29][C:30]([F:41])([F:40])[C:31](O[C:31](=[O:32])[C:30]([F:41])([F:40])[F:29])=[O:32]. Product: [CH3:9][S:10][C:11]1[CH:12]=[CH:13][C:14]([O:15][C:16]2[CH:21]=[CH:20][CH:19]=[CH:18][C:17]=2[CH:22]2[CH2:26][CH2:25][CH2:24][N:23]2[C:31](=[O:32])[C:30]([F:41])([F:40])[F:29])=[CH:27][CH:28]=1. The catalyst class is: 2. (5) Reactant: [C:1]1([CH:8]=[CH:7][C:5]([OH:6])=[CH:4][CH:3]=1)[OH:2].[OH-].[K+].[Br:11][CH2:12][CH2:13][CH2:14][CH2:15][CH2:16]Br. Product: [Br:11][CH2:12][CH2:13][CH2:14][CH2:15][CH2:16][O:2][C:1]1[CH:8]=[CH:7][C:5]([OH:6])=[CH:4][CH:3]=1. The catalyst class is: 5. (6) Product: [Cl:1][C:2]1[N:10]=[C:9]2[C:5]([N:6]=[CH:7][N:8]2[CH2:11][CH2:12][CH3:13])=[C:4]([NH:15][CH2:16][CH:17]2[CH2:19][CH2:18]2)[N:3]=1. The catalyst class is: 114. Reactant: [Cl:1][C:2]1[N:10]=[C:9]2[C:5]([N:6]=[CH:7][N:8]2[CH2:11][CH2:12][CH3:13])=[C:4](Cl)[N:3]=1.[NH2:15][CH2:16][CH:17]1[CH2:19][CH2:18]1.C(N(CC)CC)C.